From a dataset of Forward reaction prediction with 1.9M reactions from USPTO patents (1976-2016). Predict the product of the given reaction. Given the reactants [OH-].[Na+].[Cl:3][C:4]1[CH:9]=[CH:8][CH:7]=[C:6]([Cl:10])[C:5]=1[C:11]1[C:15]([CH2:16][O:17][C:18]2[CH:23]=[CH:22][C:21]([C:24]3[CH:25]=[C:26]4[C:31](=[CH:32][CH:33]=3)[N:30]=[C:29]([C:34]([O:36]CC)=[O:35])[CH:28]=[C:27]4[CH3:39])=[CH:20][CH:19]=2)=[C:14]([CH:40]([CH3:42])[CH3:41])[O:13][N:12]=1.Cl.O, predict the reaction product. The product is: [Cl:10][C:6]1[CH:7]=[CH:8][CH:9]=[C:4]([Cl:3])[C:5]=1[C:11]1[C:15]([CH2:16][O:17][C:18]2[CH:23]=[CH:22][C:21]([C:24]3[CH:25]=[C:26]4[C:31](=[CH:32][CH:33]=3)[N:30]=[C:29]([C:34]([OH:36])=[O:35])[CH:28]=[C:27]4[CH3:39])=[CH:20][CH:19]=2)=[C:14]([CH:40]([CH3:42])[CH3:41])[O:13][N:12]=1.